From a dataset of Peptide-MHC class I binding affinity with 185,985 pairs from IEDB/IMGT. Regression. Given a peptide amino acid sequence and an MHC pseudo amino acid sequence, predict their binding affinity value. This is MHC class I binding data. The MHC is HLA-A30:02 with pseudo-sequence HLA-A30:02. The peptide sequence is IEDPPFNSL. The binding affinity (normalized) is 0.